This data is from NCI-60 drug combinations with 297,098 pairs across 59 cell lines. The task is: Regression. Given two drug SMILES strings and cell line genomic features, predict the synergy score measuring deviation from expected non-interaction effect. (1) Drug 1: C1CC(=O)NC(=O)C1N2C(=O)C3=CC=CC=C3C2=O. Drug 2: C1C(C(OC1N2C=NC(=NC2=O)N)CO)O. Cell line: KM12. Synergy scores: CSS=-10.0, Synergy_ZIP=12.7, Synergy_Bliss=-0.805, Synergy_Loewe=-33.1, Synergy_HSA=-22.2. (2) Drug 1: CCCCC(=O)OCC(=O)C1(CC(C2=C(C1)C(=C3C(=C2O)C(=O)C4=C(C3=O)C=CC=C4OC)O)OC5CC(C(C(O5)C)O)NC(=O)C(F)(F)F)O. Drug 2: CN1C2=C(C=C(C=C2)N(CCCl)CCCl)N=C1CCCC(=O)O.Cl. Cell line: NCI-H322M. Synergy scores: CSS=1.57, Synergy_ZIP=-1.72, Synergy_Bliss=5.82, Synergy_Loewe=3.58, Synergy_HSA=6.05. (3) Drug 1: CC1=C(C(=CC=C1)Cl)NC(=O)C2=CN=C(S2)NC3=CC(=NC(=N3)C)N4CCN(CC4)CCO. Drug 2: CC(C)(C#N)C1=CC(=CC(=C1)CN2C=NC=N2)C(C)(C)C#N. Cell line: T-47D. Synergy scores: CSS=0.517, Synergy_ZIP=-3.20, Synergy_Bliss=-2.86, Synergy_Loewe=-4.65, Synergy_HSA=-2.90. (4) Drug 1: C1=NC2=C(N1)C(=S)N=C(N2)N. Drug 2: COCCOC1=C(C=C2C(=C1)C(=NC=N2)NC3=CC=CC(=C3)C#C)OCCOC.Cl. Cell line: COLO 205. Synergy scores: CSS=12.3, Synergy_ZIP=-4.82, Synergy_Bliss=-4.23, Synergy_Loewe=-14.1, Synergy_HSA=-5.62.